This data is from Catalyst prediction with 721,799 reactions and 888 catalyst types from USPTO. The task is: Predict which catalyst facilitates the given reaction. (1) Reactant: Cl.[CH3:2][C@@H:3]1[CH2:7][CH2:6][CH2:5][NH:4]1.[OH-].[Na+].CS(O[CH2:15][CH2:16][N:17]1[CH2:21][CH2:20][N:19]([CH2:22][CH2:23]OS(C)(=O)=O)[C:18]1=[C:29]([C:32]#[N:33])[C:30]#[N:31])(=O)=O.C(=O)([O-])[O-].[K+].[K+].[I-].[Na+].Cl. Product: [CH3:2][C@@H:3]1[CH2:7][CH2:6][CH2:5][N:4]1[CH2:15][CH2:16][N:17]1[CH2:21][CH2:20][N:19]([CH2:22][CH2:23][N:4]2[CH2:5][CH2:6][CH2:7][C@H:3]2[CH3:2])[C:18]1=[C:29]([C:32]#[N:33])[C:30]#[N:31]. The catalyst class is: 12. (2) The catalyst class is: 1. Reactant: C([Li])CCC.Br[C:7]1[CH:12]=[CH:11][C:10]([Br:13])=[CH:9][CH:8]=1.[C:14]1(=[O:18])[CH2:17][CH2:16][CH2:15]1. Product: [Br:13][C:10]1[CH:11]=[CH:12][C:7]([C:14]2([OH:18])[CH2:17][CH2:16][CH2:15]2)=[CH:8][CH:9]=1.